This data is from Merck oncology drug combination screen with 23,052 pairs across 39 cell lines. The task is: Regression. Given two drug SMILES strings and cell line genomic features, predict the synergy score measuring deviation from expected non-interaction effect. (1) Drug 1: N#Cc1ccc(Cn2cncc2CN2CCN(c3cccc(Cl)c3)C(=O)C2)cc1. Drug 2: COC1CC2CCC(C)C(O)(O2)C(=O)C(=O)N2CCCCC2C(=O)OC(C(C)CC2CCC(OP(C)(C)=O)C(OC)C2)CC(=O)C(C)C=C(C)C(O)C(OC)C(=O)C(C)CC(C)C=CC=CC=C1C. Cell line: UWB1289BRCA1. Synergy scores: synergy=43.4. (2) Drug 1: CCC1=CC2CN(C1)Cc1c([nH]c3ccccc13)C(C(=O)OC)(c1cc3c(cc1OC)N(C)C1C(O)(C(=O)OC)C(OC(C)=O)C4(CC)C=CCN5CCC31C54)C2. Drug 2: CCc1cnn2c(NCc3ccc[n+]([O-])c3)cc(N3CCCCC3CCO)nc12. Cell line: PA1. Synergy scores: synergy=-24.1.